From a dataset of NCI-60 drug combinations with 297,098 pairs across 59 cell lines. Regression. Given two drug SMILES strings and cell line genomic features, predict the synergy score measuring deviation from expected non-interaction effect. (1) Drug 1: COC1=CC(=CC(=C1O)OC)C2C3C(COC3=O)C(C4=CC5=C(C=C24)OCO5)OC6C(C(C7C(O6)COC(O7)C8=CC=CS8)O)O. Drug 2: C1=NC2=C(N1)C(=S)N=CN2. Cell line: RXF 393. Synergy scores: CSS=16.7, Synergy_ZIP=-12.3, Synergy_Bliss=-15.0, Synergy_Loewe=-14.7, Synergy_HSA=-11.4. (2) Drug 1: CC1CC(C(C(C=C(C(C(C=CC=C(C(=O)NC2=CC(=O)C(=C(C1)C2=O)OC)C)OC)OC(=O)N)C)C)O)OC. Drug 2: CCC1=C2CN3C(=CC4=C(C3=O)COC(=O)C4(CC)O)C2=NC5=C1C=C(C=C5)O. Cell line: SK-OV-3. Synergy scores: CSS=56.9, Synergy_ZIP=5.73, Synergy_Bliss=4.65, Synergy_Loewe=4.01, Synergy_HSA=5.64.